Dataset: Reaction yield outcomes from USPTO patents with 853,638 reactions. Task: Predict the reaction yield, written as a fraction of the theoretical maximum amount of product (1.0 means a 100% yield; for example, 0.34 means a 34% yield). (1) The reactants are [F:1][C:2]1[CH:3]=[C:4]2[C:8](=[CH:9][CH:10]=1)[NH:7][C:6](=[O:11])/[C:5]/2=[CH:12]\[C:13]1[NH:17][C:16]([CH3:18])=[C:15]([C:19]([OH:21])=[O:20])[C:14]=1[CH3:22].CCN(C(C)C)C(C)C.CN(C(O[N:40]1[N:48]=[N:47][C:42]2[CH:43]=[CH:44][CH:45]=[N:46][C:41]1=2)=[N+](C)C)C.F[P-](F)(F)(F)(F)F. The catalyst is CN(C=O)C. The product is [F:1][C:2]1[CH:3]=[C:4]2[C:8](=[CH:9][CH:10]=1)[NH:7][C:6](=[O:11])/[C:5]/2=[CH:12]\[C:13]1[NH:17][C:16]([CH3:18])=[C:15]([C:19]([O:21][N:40]2[C:41]3=[N:46][CH:45]=[CH:44][CH:43]=[C:42]3[N:47]=[N:48]2)=[O:20])[C:14]=1[CH3:22]. The yield is 0.920. (2) The reactants are [CH3:1][O:2][C:3]([CH:5]1[CH2:10][NH:9][CH2:8][CH2:7][N:6]1[C:11](=[O:21])[CH:12]=[CH:13][C:14]1[CH:19]=[CH:18][CH:17]=[C:16]([Cl:20])[CH:15]=1)=[O:4].Cl[C:23]1[C:24]([C:29]#[N:30])=[N:25][CH:26]=[CH:27][N:28]=1.C(N(CC)CC)C. The catalyst is C(#N)C. The product is [CH3:1][O:2][C:3]([CH:5]1[N:6]([C:11](=[O:21])[CH:12]=[CH:13][C:14]2[CH:19]=[CH:18][CH:17]=[C:16]([Cl:20])[CH:15]=2)[CH2:7][CH2:8][N:9]([C:23]2[C:24]([C:29]#[N:30])=[N:25][CH:26]=[CH:27][N:28]=2)[CH2:10]1)=[O:4]. The yield is 0.703.